From a dataset of HIV replication inhibition screening data with 41,000+ compounds from the AIDS Antiviral Screen. Binary Classification. Given a drug SMILES string, predict its activity (active/inactive) in a high-throughput screening assay against a specified biological target. (1) The compound is COC(=O)C=C(C(=O)OC)C1(C)c2cc(C(=O)OC)c(C(=O)OC)c(N)c2C(=N)N1c1ccccc1. The result is 0 (inactive). (2) The molecule is Cc1ccc(Oc2ccc([N+](=O)[O-])cc2[N+](=O)[O-])c(C)c1. The result is 0 (inactive). (3) The molecule is CCOC(=O)C(C(=O)c1ccccc1)=C1NCCN1C. The result is 0 (inactive). (4) The molecule is COC(=O)c1ccccc1C1=C(O)C(=O)C(c2ccccc2C(=O)OC)=C(O)C1=O. The result is 0 (inactive).